From a dataset of Peptide-MHC class I binding affinity with 185,985 pairs from IEDB/IMGT. Regression. Given a peptide amino acid sequence and an MHC pseudo amino acid sequence, predict their binding affinity value. This is MHC class I binding data. (1) The peptide sequence is SLPSYAAYA. The MHC is HLA-A02:06 with pseudo-sequence HLA-A02:06. The binding affinity (normalized) is 0.800. (2) The peptide sequence is LPWTKISET. The MHC is HLA-B08:01 with pseudo-sequence HLA-B08:01. The binding affinity (normalized) is 0.